From a dataset of Forward reaction prediction with 1.9M reactions from USPTO patents (1976-2016). Predict the product of the given reaction. (1) The product is: [Br:1][C:2]1[C:3]([NH:24][C@H:25]([CH3:30])[C:26]([OH:29])([CH3:27])[CH3:28])=[N:4][C:5]([NH:8][C:9]2[CH:14]=[CH:13][C:12]([S:15]([CH3:23])(=[NH:17])=[O:16])=[CH:11][CH:10]=2)=[N:6][CH:7]=1. Given the reactants [Br:1][C:2]1[C:3]([NH:24][C@H:25]([CH3:30])[C:26]([OH:29])([CH3:28])[CH3:27])=[N:4][C:5]([NH:8][C:9]2[CH:14]=[CH:13][C:12]([S:15]([CH3:23])(=[N:17]C(OCC)=O)=[O:16])=[CH:11][CH:10]=2)=[N:6][CH:7]=1.CC[O-].[Na+].[Na+].[Cl-], predict the reaction product. (2) The product is: [CH2:1]([O:8][C:9]([N:11]1[CH:15]([C:16](=[O:18])[NH:59][C:60]2[S:61][CH:62]=[C:63]([C:65]3[CH:66]=[CH:67][C:68]([C:69](=[O:70])[NH:71][CH:72]4[CH2:74][CH2:73]4)=[CH:75][CH:76]=3)[N:64]=2)[CH2:14][S:13][C@@H:12]1[C:19]1[CH:24]=[CH:23][N:22]=[C:21]([Cl:25])[CH:20]=1)=[O:10])[C:2]1[CH:7]=[CH:6][CH:5]=[CH:4][CH:3]=1. Given the reactants [CH2:1]([O:8][C:9]([N:11]1[CH:15]([C:16]([OH:18])=O)[CH2:14][S:13][C@@H:12]1[C:19]1[CH:24]=[CH:23][N:22]=[C:21]([Cl:25])[CH:20]=1)=[O:10])[C:2]1[CH:7]=[CH:6][CH:5]=[CH:4][CH:3]=1.CCN(C(C)C)C(C)C.CN(C(ON1N=NC2C=CC=NC1=2)=[N+](C)C)C.F[P-](F)(F)(F)(F)F.[NH2:59][C:60]1[S:61][CH:62]=[C:63]([C:65]2[CH:76]=[CH:75][C:68]([C:69]([NH:71][CH:72]3[CH2:74][CH2:73]3)=[O:70])=[CH:67][CH:66]=2)[N:64]=1, predict the reaction product. (3) Given the reactants [C:1]([O:5][C:6]([N:8]1[CH2:13][CH2:12][CH:11]([N:14]2[C:27]3[CH:26]=[CH:25][C:24]([C:28]#[N:29])=[CH:23][C:22]=3[O:21][C:20]3[C:15]2=[CH:16][CH:17]=[CH:18][CH:19]=3)[CH2:10][CH2:9]1)=[O:7])([CH3:4])([CH3:3])[CH3:2].[N-:30]=[N+:31]=[N-:32].[Na+].[Cl-].[NH4+], predict the reaction product. The product is: [C:1]([O:5][C:6]([N:8]1[CH2:13][CH2:12][CH:11]([N:14]2[C:27]3[CH:26]=[CH:25][C:24]([C:28]4[NH:32][N:31]=[N:30][N:29]=4)=[CH:23][C:22]=3[O:21][C:20]3[C:15]2=[CH:16][CH:17]=[CH:18][CH:19]=3)[CH2:10][CH2:9]1)=[O:7])([CH3:4])([CH3:2])[CH3:3].